This data is from Catalyst prediction with 721,799 reactions and 888 catalyst types from USPTO. The task is: Predict which catalyst facilitates the given reaction. (1) Reactant: [NH:1]1[C:9]2[C:4](=[CH:5][CH:6]=[CH:7][C:8]=2[CH:10]=O)[CH:3]=[CH:2]1.[NH2:12][OH:13].[OH-].[Na+]. Product: [NH:1]1[C:9]2[C:4](=[CH:5][CH:6]=[CH:7][C:8]=2/[CH:10]=[N:12]\[OH:13])[CH:3]=[CH:2]1. The catalyst class is: 88. (2) Reactant: IC.[Br:3][C:4]1[CH:9]=[CH:8][C:7]([C:10](=[O:12])[CH3:11])=[C:6]([OH:13])[CH:5]=1.[CH3:14]N(C=O)C.C(=O)([O-])[O-].[K+].[K+]. Product: [Br:3][C:4]1[CH:9]=[CH:8][C:7]([C:10](=[O:12])[CH3:11])=[C:6]([O:13][CH3:14])[CH:5]=1. The catalyst class is: 6. (3) Reactant: [Br:1][C:2]1[CH:3]=[C:4]([NH:11][C:12](=[O:14])[CH3:13])[CH:5]=[C:6]([N+:8]([O-])=O)[CH:7]=1.[NH4+].[Cl-]. Product: [NH2:8][C:6]1[CH:5]=[C:4]([NH:11][C:12](=[O:14])[CH3:13])[CH:3]=[C:2]([Br:1])[CH:7]=1. The catalyst class is: 186. (4) Product: [Cl:26][CH2:25][CH2:24][CH2:23][CH2:22][N:6]1[C:5]2[CH:4]=[C:3]([C:2]([F:1])([F:17])[F:18])[CH:16]=[CH:15][C:14]=2[S:13][C:12]2[C:7]1=[CH:8][CH:9]=[CH:10][CH:11]=2. Reactant: [F:1][C:2]([F:18])([F:17])[C:3]1[CH:16]=[CH:15][C:14]2[S:13][C:12]3[C:7](=[CH:8][CH:9]=[CH:10][CH:11]=3)[NH:6][C:5]=2[CH:4]=1.[H-].[Na+].Br[CH2:22][CH2:23][CH2:24][CH2:25][Cl:26]. The catalyst class is: 11. (5) Reactant: I[C:2]1[N:7]=[C:6]([CH3:8])[N:5]=[C:4]([S:9][CH3:10])[N:3]=1.[F:11][C:12]1[C:17]([Sn](CCCC)(CCCC)CCCC)=[N:16][CH:15]=[CH:14][N:13]=1. Product: [F:11][C:12]1[C:17]([C:2]2[N:7]=[C:6]([CH3:8])[N:5]=[C:4]([S:9][CH3:10])[N:3]=2)=[N:16][CH:15]=[CH:14][N:13]=1. The catalyst class is: 109. (6) Reactant: [H-].[Na+].[OH:3][CH2:4][CH:5]([NH:7][C:8]([C:10]1[C:11]([CH:16]([F:18])[F:17])=[N:12][N:13]([CH3:15])[CH:14]=1)=[O:9])[CH3:6].[Cl:19][C:20]1[CH:25]=[CH:24][CH:23]=[C:22]([Cl:26])[C:21]=1[CH2:27]Cl.Cl. Product: [Cl:19][C:20]1[CH:25]=[CH:24][CH:23]=[C:22]([Cl:26])[C:21]=1[CH2:27][O:3][CH2:4][CH:5]([NH:7][C:8]([C:10]1[C:11]([CH:16]([F:18])[F:17])=[N:12][N:13]([CH3:15])[CH:14]=1)=[O:9])[CH3:6]. The catalyst class is: 9.